The task is: Predict the reactants needed to synthesize the given product.. This data is from Full USPTO retrosynthesis dataset with 1.9M reactions from patents (1976-2016). (1) Given the product [NH:20]1[CH2:24][CH2:23][C@@H:22]([OH:25])[CH2:21]1.[CH3:12][C:2]1[CH:3]=[CH:4][C:5]([S:8]([O-:11])(=[O:10])=[O:9])=[CH:6][CH:7]=1, predict the reactants needed to synthesize it. The reactants are: O.[C:2]1([CH3:12])[CH:7]=[CH:6][C:5]([S:8]([OH:11])(=[O:10])=[O:9])=[CH:4][CH:3]=1.C([N:20]1[CH2:24][CH2:23][C@@H:22]([OH:25])[CH2:21]1)(OC(C)(C)C)=O. (2) Given the product [OH:4][C@H:5]1[C@:9]2([CH3:23])[CH2:10][CH2:11][C@@H:12]3[C@@H:21]([C@H:8]2[CH2:7][CH2:6]1)[CH2:20][C@@H:19]1[C:14](=[CH:15][C:16](=[O:22])[CH2:17][CH2:18]1)[CH2:13]3, predict the reactants needed to synthesize it. The reactants are: CC(C)([O:4][C@H:5]1[C@:9]2([CH3:23])[CH2:10][CH2:11][C@@H:12]3[C@@H:21]([C@H:8]2[CH2:7][CH2:6]1)[CH2:20][C@@H:19]1[C:14](=[CH:15][C:16](=[O:22])[CH2:17][CH2:18]1)[CH2:13]3)C.Cl.